This data is from Full USPTO retrosynthesis dataset with 1.9M reactions from patents (1976-2016). The task is: Predict the reactants needed to synthesize the given product. (1) Given the product [ClH:1].[Cl:1][C:2]1[C:11]2[C:10]([S:12]([N:15]3[CH2:19][CH2:18][C@H:17]([NH:20][CH3:21])[CH2:16]3)(=[O:13])=[O:14])=[CH:9][CH:8]=[CH:7][C:6]=2[CH:5]=[N:4][CH:3]=1, predict the reactants needed to synthesize it. The reactants are: [Cl:1][C:2]1[C:11]2[C:10]([S:12]([N:15]3[CH2:19][CH2:18][C@H:17]([NH:20][CH3:21])[CH2:16]3)(=[O:14])=[O:13])=[CH:9][CH:8]=[CH:7][C:6]=2[CH:5]=[N:4][CH:3]=1.Cl. (2) Given the product [CH2:1]([O:8][C:9]([N:11]1[CH2:15][CH2:14][CH:13]([CH:16]=[CH:26][C:27]#[N:28])[CH2:12]1)=[O:10])[C:2]1[CH:7]=[CH:6][CH:5]=[CH:4][CH:3]=1, predict the reactants needed to synthesize it. The reactants are: [CH2:1]([O:8][C:9]([N:11]1[CH2:15][CH2:14][CH:13]([CH:16]=O)[CH2:12]1)=[O:10])[C:2]1[CH:7]=[CH:6][CH:5]=[CH:4][CH:3]=1.C(OP([CH2:26][C:27]#[N:28])(=O)OCC)C.C(=O)([O-])[O-].[Cs+].[Cs+]. (3) Given the product [NH2:19][C:16]1[N:17]=[C:18]2[C:13]([CH2:12][CH2:11][C:10]3[C:6]([C:4]([OH:5])=[O:3])=[CH:7][N:8]([CH3:20])[C:9]=32)=[CH:14][N:15]=1, predict the reactants needed to synthesize it. The reactants are: C([O:3][C:4]([C:6]1[C:10]2[CH2:11][CH2:12][C:13]3[C:18]([C:9]=2[N:8]([CH3:20])[CH:7]=1)=[N:17][C:16]([NH2:19])=[N:15][CH:14]=3)=[O:5])C.[OH-].[K+]. (4) Given the product [CH2:1]([O:3][C:4]([C:5]1[CH:6]=[C:7]([CH:9]2[CH2:14][CH2:13][CH2:12][CH2:11][CH2:10]2)[O:8][N:18]=1)=[O:16])[CH3:2], predict the reactants needed to synthesize it. The reactants are: [CH2:1]([O:3][C:4](=[O:16])[C:5](O)=[CH:6][C:7]([CH:9]1[CH2:14][CH2:13][CH2:12][CH2:11][CH2:10]1)=[O:8])[CH3:2].Cl.[NH2:18]O. (5) Given the product [C:1]1([CH3:8])[CH:6]=[CH:5][CH:4]=[C:3]([NH:7][S:16]([C:11]2[C:10]([CH3:9])=[CH:15][CH:14]=[CH:13][N:12]=2)(=[O:18])=[O:17])[CH:2]=1, predict the reactants needed to synthesize it. The reactants are: [C:1]1([CH3:8])[CH:6]=[CH:5][CH:4]=[C:3]([NH2:7])[CH:2]=1.[CH3:9][C:10]1[C:11]([S:16](Cl)(=[O:18])=[O:17])=[N:12][CH:13]=[CH:14][CH:15]=1. (6) Given the product [Cl:8][C:7]1[CH:6]=[CH:5][N:4]=[CH:3][C:2]=1[N:13]1[CH2:14][C@@H:9]2[CH2:15][C@H:12]1[CH2:11][N:10]2[C:16]([O:18][C:19]([CH3:22])([CH3:21])[CH3:20])=[O:17], predict the reactants needed to synthesize it. The reactants are: Br[C:2]1[CH:3]=[N:4][CH:5]=[CH:6][C:7]=1[Cl:8].[C@H:9]12[CH2:15][C@H:12]([NH:13][CH2:14]1)[CH2:11][N:10]2[C:16]([O:18][C:19]([CH3:22])([CH3:21])[CH3:20])=[O:17].CC1(C)C2C(=C(P(C3C=CC=CC=3)C3C=CC=CC=3)C=CC=2)OC2C(P(C3C=CC=CC=3)C3C=CC=CC=3)=CC=CC1=2.CC(C)([O-])C.[Na+]. (7) The reactants are: [CH3:1][O:2][C:3](=[O:14])[C:4]1[CH:9]=[C:8]([CH3:10])[CH:7]=[CH:6][C:5]=1[N+:11]([O-:13])=[O:12].[Br:15]N1C(=O)CCC1=O.C(OOC(=O)C1C=CC=CC=1)(=O)C1C=CC=CC=1. Given the product [CH3:1][O:2][C:3](=[O:14])[C:4]1[CH:9]=[C:8]([CH2:10][Br:15])[CH:7]=[CH:6][C:5]=1[N+:11]([O-:13])=[O:12], predict the reactants needed to synthesize it.